This data is from Peptide-MHC class I binding affinity with 185,985 pairs from IEDB/IMGT. The task is: Regression. Given a peptide amino acid sequence and an MHC pseudo amino acid sequence, predict their binding affinity value. This is MHC class I binding data. (1) The peptide sequence is GLGQYIYET. The MHC is HLA-A02:16 with pseudo-sequence HLA-A02:16. The binding affinity (normalized) is 1.00. (2) The peptide sequence is LIGLIIPPLGI. The MHC is HLA-A02:06 with pseudo-sequence HLA-A02:06. The binding affinity (normalized) is 0.349. (3) The peptide sequence is YFGPGAEGI. The MHC is HLA-A24:02 with pseudo-sequence HLA-A24:02. The binding affinity (normalized) is 0.450. (4) The peptide sequence is KPLKDVERL. The MHC is HLA-B35:01 with pseudo-sequence HLA-B35:01. The binding affinity (normalized) is 0.154.